Predict the product of the given reaction. From a dataset of Forward reaction prediction with 1.9M reactions from USPTO patents (1976-2016). (1) Given the reactants [Br:1][C:2]1[CH:10]=[CH:9][C:5]([C:6](O)=[O:7])=[C:4]([NH:11][C:12]2([CH2:23][C:24]3[CH:29]=[CH:28][CH:27]=[C:26]([Cl:30])[CH:25]=3)[C:20]3[C:15](=[CH:16][C:17]([Cl:21])=[CH:18][CH:19]=3)[NH:14][C:13]2=[O:22])[CH:3]=1.[NH:31]1[CH2:36][CH2:35][CH2:34][C@H:33]([NH:37][C:38](=[O:40])[CH3:39])[CH2:32]1.CCN=C=NCCCN(C)C.Cl.C1C=CC2N(O)N=NC=2C=1.CCN(C(C)C)C(C)C, predict the reaction product. The product is: [Br:1][C:2]1[CH:10]=[CH:9][C:5]([C:6]([N:31]2[CH2:36][CH2:35][CH2:34][C@H:33]([NH:37][C:38](=[O:40])[CH3:39])[CH2:32]2)=[O:7])=[C:4]([NH:11][C:12]2([CH2:23][C:24]3[CH:29]=[CH:28][CH:27]=[C:26]([Cl:30])[CH:25]=3)[C:20]3[C:15](=[CH:16][C:17]([Cl:21])=[CH:18][CH:19]=3)[NH:14][C:13]2=[O:22])[CH:3]=1. (2) Given the reactants C(N(CC)CC)C.Cl.[Cl:9][C:10]1[C:15]([N:16]2[CH2:21][CH2:20][N:19]([CH2:22][CH2:23][NH:24][CH3:25])[CH2:18][CH2:17]2)=[CH:14][CH:13]=[CH:12][N:11]=1.[CH3:26][N:27]1[CH:31]=[C:30]([S:32](Cl)(=[O:34])=[O:33])[CH:29]=[N:28]1, predict the reaction product. The product is: [Cl:9][C:10]1[C:15]([N:16]2[CH2:21][CH2:20][N:19]([CH2:22][CH2:23][N:24]([CH3:25])[S:32]([C:30]3[CH:29]=[N:28][N:27]([CH3:26])[CH:31]=3)(=[O:34])=[O:33])[CH2:18][CH2:17]2)=[CH:14][CH:13]=[CH:12][N:11]=1. (3) Given the reactants C1(P(C2C=CC=CC=2)C2C=CC=CC=2)C=CC=CC=1.N(C(OCC)=O)=NC(OCC)=O.[CH3:32][O:33][CH2:34][CH2:35][O:36][CH2:37][CH2:38]O.[CH3:40][O:41][C:42](=[O:57])[CH:43]([C:48]1[CH:53]=[CH:52][C:51]([N+:54]([O-:56])=[O:55])=[CH:50][CH:49]=1)[C:44]([O:46][CH3:47])=[O:45], predict the reaction product. The product is: [CH3:40][O:41][C:42](=[O:57])[C:43]([CH2:38][CH2:37][O:36][CH2:35][CH2:34][O:33][CH3:32])([C:48]1[CH:53]=[CH:52][C:51]([N+:54]([O-:56])=[O:55])=[CH:50][CH:49]=1)[C:44]([O:46][CH3:47])=[O:45]. (4) Given the reactants [F:1][C:2]([F:20])([F:19])[C:3]([C:9]1[CH:10]=[C:11]2[C:15](=[CH:16][CH:17]=1)[NH:14][CH:13]([CH3:18])[CH2:12]2)([OH:8])[C:4]([F:7])([F:6])[F:5].[CH2:21]([C:28]1[O:29][C:30]([CH3:35])=[C:31]([CH2:33]Cl)[N:32]=1)[C:22]1[CH:27]=[CH:26][CH:25]=[CH:24][CH:23]=1.FC(F)(F)C(C1C=C2C(=CC=1)N(CC1N=C(C=CC3C=CC=CC=3)OC=1C)C(C)C2)(O)C(F)(F)F, predict the reaction product. The product is: [CH2:21]([C:28]1[O:29][C:30]([CH3:35])=[C:31]([CH2:33][N:14]2[C:15]3[C:11](=[CH:10][C:9]([C:3]([OH:8])([C:2]([F:1])([F:19])[F:20])[C:4]([F:7])([F:6])[F:5])=[CH:17][CH:16]=3)[CH2:12][CH:13]2[CH3:18])[N:32]=1)[C:22]1[CH:23]=[CH:24][CH:25]=[CH:26][CH:27]=1. (5) Given the reactants [Br:1][C:2]1[CH:3]=[C:4]([C:8]2([C:13]([OH:15])=O)[CH2:12][CH2:11][CH2:10][CH2:9]2)[CH:5]=[N:6][CH:7]=1.C(N(CC)CC)C.ClC(OCC)=O.[N-:29]=[N+:30]=[N-:31].[Na+], predict the reaction product. The product is: [Br:1][C:2]1[CH:3]=[C:4]([C:8]2([C:13]([N:29]=[N+:30]=[N-:31])=[O:15])[CH2:12][CH2:11][CH2:10][CH2:9]2)[CH:5]=[N:6][CH:7]=1. (6) Given the reactants [Cl:1][C:2]1[CH:3]=[C:4]([NH:8][C:9]2[CH:17]=[C:16]([CH:18]([CH3:20])[CH3:19])[C:12]([C:13]([OH:15])=O)=[CH:11][N:10]=2)[CH:5]=[CH:6][CH:7]=1.C(N1CCOCC1)C.C1(CN)CC1.O.O[N:36]1[C:40]2[CH:41]=[CH:42][CH:42]=[CH:41][C:40]=2[N:36]=N1.Cl.CN(C)CCCN=C=NCC, predict the reaction product. The product is: [Cl:1][C:2]1[CH:3]=[C:4]([NH:8][C:9]2[CH:17]=[C:16]([CH:18]([CH3:20])[CH3:19])[C:12]([C:13]([NH:36][CH:40]3[CH2:41][CH2:42]3)=[O:15])=[CH:11][N:10]=2)[CH:5]=[CH:6][CH:7]=1. (7) Given the reactants [OH:1][C@@H:2]1[C@H:18]2[C@@H:9]([CH2:10][CH2:11][C:12]3[C@:17]2([CH3:19])[CH2:16][CH2:15][C:14](=[O:20])[CH:13]=3)[C@H:8]2[C@@:4]([CH3:26])([C@@H:5]([C:21]([N:23]([CH3:25])[CH3:24])=[O:22])[CH2:6][CH2:7]2)[CH2:3]1.[BH4-].[Na+], predict the reaction product. The product is: [OH:20][C@@H:14]1[CH:13]=[C:12]2[C@@:17]([CH3:19])([C@@H:18]3[C@@H:9]([CH2:10][CH2:11]2)[C@H:8]2[C@@:4]([CH3:26])([C@@H:5]([C:21]([N:23]([CH3:24])[CH3:25])=[O:22])[CH2:6][CH2:7]2)[CH2:3][C@@H:2]3[OH:1])[CH2:16][CH2:15]1.